From a dataset of Full USPTO retrosynthesis dataset with 1.9M reactions from patents (1976-2016). Predict the reactants needed to synthesize the given product. (1) Given the product [F:8][C:7]1[C:2]([Si:21]([C:22]2[C:23]([F:32])=[C:24]([F:31])[C:25]([F:30])=[C:26]([F:29])[C:27]=2[F:28])([O:34][CH2:35][CH3:36])[O:20][CH2:18][CH3:19])=[C:3]([F:12])[C:4]([F:11])=[C:5]([F:10])[C:6]=1[F:9], predict the reactants needed to synthesize it. The reactants are: Cl[C:2]1[C:7]([F:8])=[C:6]([F:9])[C:5]([F:10])=[C:4]([F:11])[C:3]=1[F:12].[Li]C(CC)C.[CH2:18]([O:20][Si:21]([O:34][CH2:35][CH3:36])(Cl)[C:22]1[C:27]([F:28])=[C:26]([F:29])[C:25]([F:30])=[C:24]([F:31])[C:23]=1[F:32])[CH3:19]. (2) Given the product [C:9]([C:3]1[CH:4]=[C:5]([Br:8])[CH:6]=[CH:7][C:2]=1[NH:1][S:25]([C:22]1[CH:23]=[CH:24][C:19]([CH2:17][CH3:18])=[CH:20][CH:21]=1)(=[O:27])=[O:26])(=[O:10])[C:11]1[CH:12]=[CH:13][CH:14]=[CH:15][CH:16]=1, predict the reactants needed to synthesize it. The reactants are: [NH2:1][C:2]1[CH:7]=[CH:6][C:5]([Br:8])=[CH:4][C:3]=1[C:9]([C:11]1[CH:16]=[CH:15][CH:14]=[CH:13][CH:12]=1)=[O:10].[CH2:17]([C:19]1[CH:24]=[CH:23][C:22]([S:25](Cl)(=[O:27])=[O:26])=[CH:21][CH:20]=1)[CH3:18].